Dataset: Blood-brain barrier permeability regression values from the B3DB database. Task: Regression/Classification. Given a drug SMILES string, predict its absorption, distribution, metabolism, or excretion properties. Task type varies by dataset: regression for continuous measurements (e.g., permeability, clearance, half-life) or binary classification for categorical outcomes (e.g., BBB penetration, CYP inhibition). For this dataset (b3db_regression), we predict Y. (1) The drug is CCC1=C(N=C2C=CC(=CC2=C1)C(=O)C3CCC(CC3)OC)C. The Y is 0.330 log(BB ratio). (2) The drug is CC(C)CCCCCCCCC(=O)N[C@@H]1[C@H]([C@@H]([C@H](O[C@H]1OC2=C3C=C4C=C2OC5=C(C=C(C=C5)[C@H]([C@H]6C(=O)N[C@@H](C7=C(C(=CC(=C7)O)O[C@@H]8[C@H]([C@H]([C@@H]([C@H](O8)CO)O)O)O)C9=C(C=CC(=C9)[C@H](C(=O)N6)NC(=O)[C@@H]4NC(=O)[C@@H]1C2=C(C(=CC(=C2)OC2=C(C=CC(=C2)[C@H](C(=O)N[C@H](CC2=CC=C(O3)C=C2)C(=O)N1)NC)O)O)Cl)O)C(=O)NCCCN(C)C)O)Cl)CO)O)O. The Y is -1.48 log(BB ratio). (3) The compound is CC1=C(C=CC(=C1)Cl)NC2=NCCN2. The Y is -0.870 log(BB ratio).